From a dataset of Full USPTO retrosynthesis dataset with 1.9M reactions from patents (1976-2016). Predict the reactants needed to synthesize the given product. (1) Given the product [CH3:8][S:7][C:4]1[S:3][C:2]2=[N:1][CH:10]=[CH:11][N:6]2[N:5]=1, predict the reactants needed to synthesize it. The reactants are: [NH2:1][C:2]1[S:3][C:4]([S:7][CH3:8])=[N:5][N:6]=1.Cl[CH2:10][CH:11]=O.C(N(C(C)C)CC)(C)C.O. (2) Given the product [C:1]([N:5]1[C:13]2[C:8](=[CH:9][C:10]([N:14]3[CH2:18][C@H:17]([CH2:19][NH:20][C:21](=[O:23])[CH3:22])[O:16][C:15]3=[O:24])=[CH:11][CH:12]=2)[CH2:7][C@H:6]1[CH3:25])(=[O:4])[CH2:2][OH:3], predict the reactants needed to synthesize it. The reactants are: [C:1]([N:5]1[C:13]2[C:8](=[CH:9][C:10]([N:14]3[CH2:18][C@H:17]([CH2:19][NH:20][C:21](=[O:23])[CH3:22])[O:16][C:15]3=[O:24])=[CH:11][CH:12]=2)[CH2:7][CH:6]1[CH3:25])(=[O:4])[CH2:2][OH:3]. (3) Given the product [C:4]([NH:8][S:9]([C:12]1[C:13]([C:18]2[CH:19]=[CH:20][C:21]([NH:24][CH2:25][C:26]3[CH:31]=[N:30][C:29]([CH3:32])=[C:28]([OH:33])[C:27]=3[CH2:36][OH:35])=[CH:22][CH:23]=2)=[CH:14][CH:15]=[CH:16][CH:17]=1)(=[O:11])=[O:10])([CH3:7])([CH3:6])[CH3:5], predict the reactants needed to synthesize it. The reactants are: C(O)=O.[C:4]([NH:8][S:9]([C:12]1[C:13]([C:18]2[CH:23]=[CH:22][C:21]([NH:24][CH2:25][C:26]3[CH:31]=[N:30][C:29]([CH3:32])=[C:28]4[O:33]C(C)(C)[O:35][CH2:36][C:27]=34)=[CH:20][CH:19]=2)=[CH:14][CH:15]=[CH:16][CH:17]=1)(=[O:11])=[O:10])([CH3:7])([CH3:6])[CH3:5]. (4) Given the product [CH2:1]([NH:8][C:9]1[CH:10]=[C:11]2[C:15](=[CH:16][C:17]=1[NH2:18])[N:14]([C:21]([C:22]1[CH:27]=[CH:26][CH:25]=[CH:24][CH:23]=1)([C:28]1[CH:29]=[CH:30][CH:31]=[CH:32][CH:33]=1)[C:34]1[CH:39]=[CH:38][CH:37]=[CH:36][CH:35]=1)[N:13]=[CH:12]2)[C:2]1[CH:3]=[CH:4][CH:5]=[CH:6][CH:7]=1, predict the reactants needed to synthesize it. The reactants are: [CH2:1]([NH:8][C:9]1[CH:10]=[C:11]2[C:15](=[CH:16][C:17]=1[N+:18]([O-])=O)[N:14]([C:21]([C:34]1[CH:39]=[CH:38][CH:37]=[CH:36][CH:35]=1)([C:28]1[CH:33]=[CH:32][CH:31]=[CH:30][CH:29]=1)[C:22]1[CH:27]=[CH:26][CH:25]=[CH:24][CH:23]=1)[N:13]=[CH:12]2)[C:2]1[CH:7]=[CH:6][CH:5]=[CH:4][CH:3]=1.